This data is from Forward reaction prediction with 1.9M reactions from USPTO patents (1976-2016). The task is: Predict the product of the given reaction. (1) Given the reactants [Cl:1][C:2]1[N:7]=[CH:6][C:5]([CH2:8][OH:9])=[C:4]([C:10]([F:13])([F:12])[F:11])[CH:3]=1.[CH3:14]C([O-])(C)C.[K+].CI.CCOC(C)=O, predict the reaction product. The product is: [Cl:1][C:2]1[CH:3]=[C:4]([C:10]([F:13])([F:11])[F:12])[C:5]([CH2:8][O:9][CH3:14])=[CH:6][N:7]=1. (2) Given the reactants [Cl:1][C:2]1[N:7]=[C:6](Cl)[C:5]([N+:9]([O-:11])=[O:10])=[CH:4][N:3]=1.[CH2:12]([NH2:14])[CH3:13], predict the reaction product. The product is: [Cl:1][C:2]1[N:7]=[C:6]([NH:14][CH2:12][CH3:13])[C:5]([N+:9]([O-:11])=[O:10])=[CH:4][N:3]=1. (3) Given the reactants [CH3:1][O:2][C:3]1[C:10]([O:11]C)=[CH:9][C:6]([CH:7]=[O:8])=[C:5]([Cl:13])[CH:4]=1.S(=O)(=O)(O)O.[OH-].[Na+], predict the reaction product. The product is: [Cl:13][C:5]1[CH:4]=[C:3]([O:2][CH3:1])[C:10]([OH:11])=[CH:9][C:6]=1[CH:7]=[O:8]. (4) Given the reactants [OH:1][C:2]1[CH:3]=[CH:4][C:5]([I:10])=[C:6]([O:8][CH3:9])[CH:7]=1.[C:11](=[O:14])([O-])[O-].[K+].[K+].[CH3:17]N(C)C=O, predict the reaction product. The product is: [I:10][C:5]1[CH:4]=[CH:3][C:2]([O:1][CH2:17][O:14][CH3:11])=[CH:7][C:6]=1[O:8][CH3:9]. (5) Given the reactants FC(F)(F)S(O[CH2:7][CH:8]([F:10])[F:9])(=O)=O.[NH2:13][C@H:14]1[CH2:19][CH2:18][CH2:17][N:16]([CH2:20][C:21]2[C:42]([C:43]([F:46])([F:45])[F:44])=[CH:41][C:24]([C:25]([NH:27][CH2:28][C:29]3[CH:34]=[C:33]([Cl:35])[CH:32]=[CH:31][C:30]=3[S:36]([CH2:39][CH3:40])(=[O:38])=[O:37])=[O:26])=[CH:23][C:22]=2[Cl:47])[CH2:15]1.CCN(C(C)C)C(C)C.O, predict the reaction product. The product is: [Cl:47][C:22]1[CH:23]=[C:24]([CH:41]=[C:42]([C:43]([F:46])([F:45])[F:44])[C:21]=1[CH2:20][N:16]1[CH2:17][CH2:18][CH2:19][C@H:14]([NH:13][CH2:7][CH:8]([F:10])[F:9])[CH2:15]1)[C:25]([NH:27][CH2:28][C:29]1[CH:34]=[C:33]([Cl:35])[CH:32]=[CH:31][C:30]=1[S:36]([CH2:39][CH3:40])(=[O:38])=[O:37])=[O:26]. (6) Given the reactants Br[CH2:2][CH2:3][O:4][C:5]1[CH:10]=[CH:9][C:8]([CH2:11][C@@H:12]([CH3:26])[C@@H:13]([CH3:25])[CH2:14][C:15]2[CH:20]=[CH:19][C:18]([O:21][CH3:22])=[C:17]([O:23][CH3:24])[CH:16]=2)=[CH:7][C:6]=1[O:27][CH3:28].C[O-].[Na+].[N+:32]([C:35]1[NH:36][CH:37]=[CH:38][N:39]=1)([O-:34])=[O:33], predict the reaction product. The product is: [CH3:24][O:23][C:17]1[CH:16]=[C:15]([CH2:14][C@H:13]([CH3:25])[C@H:12]([CH3:26])[CH2:11][C:8]2[CH:9]=[CH:10][C:5]([O:4][CH2:3][CH2:2][N:36]3[CH:37]=[CH:38][N:39]=[C:35]3[N+:32]([O-:34])=[O:33])=[C:6]([O:27][CH3:28])[CH:7]=2)[CH:20]=[CH:19][C:18]=1[O:21][CH3:22].